Dataset: Full USPTO retrosynthesis dataset with 1.9M reactions from patents (1976-2016). Task: Predict the reactants needed to synthesize the given product. (1) Given the product [NH2:16][C:12]1[CH:11]=[C:10]2[C:15](=[CH:14][CH:13]=1)[N:7]([CH:4]1[CH2:3][CH2:2][N:1]([CH2:18][C:19]3[CH:20]=[CH:21][C:22]([C:25]([OH:34])([C:26]([F:27])([F:28])[F:29])[C:30]([F:31])([F:32])[F:33])=[CH:23][CH:24]=3)[CH2:6][CH2:5]1)[N:8]=[CH:9]2, predict the reactants needed to synthesize it. The reactants are: [NH:1]1[CH2:6][CH2:5][CH:4]([N:7]2[C:15]3[C:10](=[CH:11][C:12]([NH2:16])=[CH:13][CH:14]=3)[CH:9]=[N:8]2)[CH2:3][CH2:2]1.Br[CH2:18][C:19]1[CH:24]=[CH:23][C:22]([C:25]([OH:34])([C:30]([F:33])([F:32])[F:31])[C:26]([F:29])([F:28])[F:27])=[CH:21][CH:20]=1.C(=O)([O-])[O-].[K+].[K+]. (2) The reactants are: [H-].[Na+].[C:3]1([CH2:9][CH2:10][CH2:11][CH:12]([C:18]([O:20][CH2:21][CH3:22])=[O:19])[C:13]([O:15][CH2:16][CH3:17])=[O:14])[CH:8]=[CH:7][CH:6]=[CH:5][CH:4]=1.[CH2:23]([O:30][C:31]1[CH:38]=[CH:37][C:34]([CH2:35]Cl)=[CH:33][CH:32]=1)[C:24]1[CH:29]=[CH:28][CH:27]=[CH:26][CH:25]=1. Given the product [CH2:23]([O:30][C:31]1[CH:32]=[CH:33][C:34]([CH2:35][C:12]([CH2:11][CH2:10][CH2:9][C:3]2[CH:4]=[CH:5][CH:6]=[CH:7][CH:8]=2)([C:13]([O:15][CH2:16][CH3:17])=[O:14])[C:18]([O:20][CH2:21][CH3:22])=[O:19])=[CH:37][CH:38]=1)[C:24]1[CH:25]=[CH:26][CH:27]=[CH:28][CH:29]=1, predict the reactants needed to synthesize it. (3) Given the product [Br-:1].[CH3:28][C:23]1[CH:22]=[N+:21]([CH2:2][CH2:3][CH2:4][CH2:5][CH2:6][CH2:7][CH2:8][CH2:9][CH2:10][CH2:11][CH2:12][CH2:13][CH2:14][C:15]2[CH:16]=[N:17][CH:18]=[CH:19][CH:20]=2)[CH:26]=[CH:25][C:24]=1[CH3:27], predict the reactants needed to synthesize it. The reactants are: [Br:1][CH2:2][CH2:3][CH2:4][CH2:5][CH2:6][CH2:7][CH2:8][CH2:9][CH2:10][CH2:11][CH2:12][CH2:13][CH2:14][C:15]1[CH:16]=[N:17][CH:18]=[CH:19][CH:20]=1.[N:21]1[CH:26]=[CH:25][C:24]([CH3:27])=[C:23]([CH3:28])[CH:22]=1. (4) Given the product [F:19][C:20]1[CH:26]=[CH:25][C:23]([NH:24][C:15](=[O:17])[CH2:14][C:9]2[NH:10][C:11](=[O:13])[CH:12]=[C:7]([N:1]3[CH2:2][CH2:3][O:4][CH2:5][CH2:6]3)[N:8]=2)=[CH:22][C:21]=1[O:27][CH3:28], predict the reactants needed to synthesize it. The reactants are: [N:1]1([C:7]2[N:8]=[C:9]([CH2:14][C:15]([O-:17])=O)[NH:10][C:11](=[O:13])[CH:12]=2)[CH2:6][CH2:5][O:4][CH2:3][CH2:2]1.[Na+].[F:19][C:20]1[CH:26]=[CH:25][C:23]([NH2:24])=[CH:22][C:21]=1[O:27][CH3:28]. (5) Given the product [CH3:1][O:2][C:3]1[C:4](=[O:25])[C:5]([CH3:24])=[C:6]([CH2:12][C:13]2[CH:14]=[CH:15][C:16]([CH2:19][CH2:20][C:21]([NH:29][CH:26]([CH3:28])[CH3:27])=[O:22])=[CH:17][CH:18]=2)[C:7](=[O:11])[C:8]=1[O:9][CH3:10], predict the reactants needed to synthesize it. The reactants are: [CH3:1][O:2][C:3]1[C:4](=[O:25])[C:5]([CH3:24])=[C:6]([CH2:12][C:13]2[CH:18]=[CH:17][C:16]([CH2:19][CH2:20][C:21](O)=[O:22])=[CH:15][CH:14]=2)[C:7](=[O:11])[C:8]=1[O:9][CH3:10].[CH:26]([NH2:29])([CH3:28])[CH3:27]. (6) Given the product [CH2:1]([O:4][C:5]1[CH:16]=[C:15]2[C:8](=[CH:7][CH:6]=1)[NH:9][CH:10]=[C:11]2[CH2:12][CH2:13][NH:14][CH2:34][C:33]1[CH:36]=[CH:37][CH:38]=[C:31]([O:30][CH2:29][C:28]([F:27])([F:42])[CH:39]([F:40])[F:41])[CH:32]=1)[CH2:2][CH3:3], predict the reactants needed to synthesize it. The reactants are: [CH2:1]([O:4][C:5]1[CH:16]=[C:15]2[C:8]([N:9]([Si](C(C)C)(C(C)C)C(C)C)[CH:10]=[C:11]2[CH2:12][CH2:13][NH2:14])=[CH:7][CH:6]=1)[CH2:2][CH3:3].[F:27][C:28]([F:42])([CH:39]([F:41])[F:40])[CH2:29][O:30][C:31]1[CH:32]=[C:33]([CH:36]=[CH:37][CH:38]=1)[CH:34]=O.[BH4-].[Na+].[F-].C([N+](CCCC)(CCCC)CCCC)CCC. (7) Given the product [CH:20]1([NH:25][C:2]2[N:7]3[N:8]=[C:9]([NH:11][C:12](=[O:19])[C:13]4[CH:18]=[CH:17][CH:16]=[CH:15][CH:14]=4)[N:10]=[C:6]3[CH:5]=[CH:4][CH:3]=2)[CH2:24][CH2:23][CH2:22][CH2:21]1, predict the reactants needed to synthesize it. The reactants are: Cl[C:2]1[N:7]2[N:8]=[C:9]([NH:11][C:12](=[O:19])[C:13]3[CH:18]=[CH:17][CH:16]=[CH:15][CH:14]=3)[N:10]=[C:6]2[CH:5]=[CH:4][CH:3]=1.[CH:20]1([NH2:25])[CH2:24][CH2:23][CH2:22][CH2:21]1.